From a dataset of Reaction yield outcomes from USPTO patents with 853,638 reactions. Predict the reaction yield, written as a fraction of the theoretical maximum amount of product (1.0 means a 100% yield; for example, 0.34 means a 34% yield). (1) The reactants are [N+:1]([C:4]1[CH:24]=[CH:23][C:7]([C:8]([N:10]2[CH2:15][CH2:14][N:13]([C:16]([O:18][C:19]([CH3:22])([CH3:21])[CH3:20])=[O:17])[CH2:12][CH2:11]2)=[O:9])=[CH:6][CH:5]=1)([O-])=O. The catalyst is CO.[Pd]. The product is [NH2:1][C:4]1[CH:5]=[CH:6][C:7]([C:8]([N:10]2[CH2:11][CH2:12][N:13]([C:16]([O:18][C:19]([CH3:20])([CH3:22])[CH3:21])=[O:17])[CH2:14][CH2:15]2)=[O:9])=[CH:23][CH:24]=1. The yield is 1.00. (2) The catalyst is CCOC(C)=O.C(O)(=O)C. The product is [C:1]([NH:9][C:10]1[CH:30]=[CH:29][N:13]([C@@H:14]2[O:28][C@H:18]([CH2:19][O:20][Si:21]([C:24]([CH3:25])([CH3:26])[CH3:27])([CH3:23])[CH3:22])[C@@H:16]([O:17][CH2:32][S:33][CH3:35])[CH2:15]2)[C:12](=[O:31])[N:11]=1)(=[O:8])[C:2]1[CH:3]=[CH:4][CH:5]=[CH:6][CH:7]=1. The reactants are [C:1]([NH:9][C:10]1[CH:30]=[CH:29][N:13]([C@@H:14]2[O:28][C@H:18]([CH2:19][O:20][Si:21]([C:24]([CH3:27])([CH3:26])[CH3:25])([CH3:23])[CH3:22])[C@@H:16]([OH:17])[CH2:15]2)[C:12](=[O:31])[N:11]=1)(=[O:8])[C:2]1[CH:7]=[CH:6][CH:5]=[CH:4][CH:3]=1.[CH3:32][S:33]([CH3:35])=O.C(OC(=O)C)(=O)C.C([O-])(O)=O.[Na+]. The yield is 0.730. (3) The reactants are [NH:1]1[C:10]2[C:5](=[CH:6][CH:7]=[CH:8][CH:9]=2)[CH2:4][CH2:3][CH:2]1C=O.[CH3:13][CH:14]1[CH2:19][CH2:18][CH2:17][CH2:16][CH:15]1[NH2:20].[CH3:21]O. No catalyst specified. The product is [NH:1]1[C:10]2[C:5](=[CH:6][CH:7]=[CH:8][C:9]=2/[CH:21]=[N:20]/[CH:15]2[CH2:16][CH2:17][CH2:18][CH2:19][CH:14]2[CH3:13])[CH2:4][CH2:3][CH2:2]1. The yield is 0.500. (4) The reactants are [Br:1][C:2]1[CH:3]=[C:4]([C:14]([OH:16])=O)[C:5]2[CH:6]=[N:7][N:8]([CH:11]([CH3:13])[CH3:12])[C:9]=2[CH:10]=1.[NH2:17][CH2:18][C:19]1[C:20](=[O:32])[NH:21][C:22]([CH3:31])=[CH:23][C:24]=1[CH:25]1[CH2:30][CH2:29][CH2:28][CH2:27][CH2:26]1.C(O)(C(F)(F)F)=O.ON1C2N=CC=CC=2N=N1.CN1CCOCC1.C(Cl)CCl.C([O-])([O-])=O.[K+].[K+]. The catalyst is CS(C)=O. The product is [Br:1][C:2]1[CH:3]=[C:4]([C:14]([NH:17][CH2:18][C:19]2[C:20](=[O:32])[NH:21][C:22]([CH3:31])=[CH:23][C:24]=2[CH:25]2[CH2:30][CH2:29][CH2:28][CH2:27][CH2:26]2)=[O:16])[C:5]2[CH:6]=[N:7][N:8]([CH:11]([CH3:12])[CH3:13])[C:9]=2[CH:10]=1. The yield is 0.730. (5) The reactants are [N+:1]([C:4]1[CH:5]=[C:6]([CH:14]=[CH:15][C:16]=1[N+:17]([O-])=O)[CH2:7][N:8]1[CH2:13][CH2:12][O:11][CH2:10][CH2:9]1)([O-])=O. The catalyst is C(O)C. The product is [N:8]1([C:7]2[C:15]([CH3:14])=[C:16]([NH2:17])[C:4]([NH2:1])=[CH:5][CH:6]=2)[CH2:9][CH2:10][O:11][CH2:12][CH2:13]1. The yield is 0.986. (6) The reactants are [Br:1][C:2]1[CH:7]=[CH:6][C:5]([N+:8]([O-:10])=[O:9])=[C:4](F)[CH:3]=1.[O-:12][CH2:13][CH3:14].[Na+]. The catalyst is C(O)C.C(Cl)Cl. The product is [CH2:13]([O:12][C:4]1[CH:3]=[C:2]([Br:1])[CH:7]=[CH:6][C:5]=1[N+:8]([O-:10])=[O:9])[CH3:14]. The yield is 0.997. (7) The reactants are [H-].[Na+].[C:3]([C:5]1[C:6]([OH:11])=[N:7][CH:8]=[CH:9][CH:10]=1)#[N:4].[Br-].[Li+].[Cl:14][C:15]1[CH:16]=[C:17]([C@@H:22]2[O:28][CH2:27][CH2:26][N:25]([C:29]([O:31][C:32]([CH3:35])([CH3:34])[CH3:33])=[O:30])[CH2:24][C@H:23]2[CH2:36]OS(C)(=O)=O)[CH:18]=[CH:19][C:20]=1[Cl:21]. The catalyst is COCCOC.O.CN(C=O)C. The product is [C:3]([C:5]1[C:6](=[O:11])[N:7]([CH2:36][C@H:23]2[C@H:22]([C:17]3[CH:18]=[CH:19][C:20]([Cl:21])=[C:15]([Cl:14])[CH:16]=3)[O:28][CH2:27][CH2:26][N:25]([C:29]([O:31][C:32]([CH3:33])([CH3:35])[CH3:34])=[O:30])[CH2:24]2)[CH:8]=[CH:9][CH:10]=1)#[N:4]. The yield is 0.860.